Dataset: Full USPTO retrosynthesis dataset with 1.9M reactions from patents (1976-2016). Task: Predict the reactants needed to synthesize the given product. (1) Given the product [F:1][C:2]1[CH:3]=[CH:4][C:5]([CH2:6][N:7]2[C:16]3[CH:15]=[CH:14][CH:13]=[CH:12][C:11]=3[C:10]3=[N:17][N:18]([C:21]4[CH:28]=[CH:27][CH:26]=[CH:25][C:22]=4[CH2:23][OH:24])[C:19](=[O:20])[C:9]3=[CH:8]2)=[CH:29][CH:30]=1, predict the reactants needed to synthesize it. The reactants are: [F:1][C:2]1[CH:30]=[CH:29][C:5]([CH2:6][N:7]2[C:16]3[CH:15]=[CH:14][CH:13]=[CH:12][C:11]=3[C:10]3=[N:17][N:18]([C:21]4[CH:28]=[CH:27][CH:26]=[CH:25][C:22]=4[CH:23]=[O:24])[C:19](=[O:20])[C:9]3=[CH:8]2)=[CH:4][CH:3]=1.[BH4-].[Na+].ClC1C(=O)C(C#N)=C(C#N)C(=O)C=1Cl. (2) The reactants are: [Cl:1][C:2]1[CH:7]=[CH:6][C:5]([CH2:8][C:9]([OH:11])=O)=[CH:4][CH:3]=1.[F:12][C:13]1[CH:18]=[CH:17][C:16]([N:19]2[C:27]3[CH2:26][CH2:25][CH2:24][NH:23][C:22]=3[CH:21]=[N:20]2)=[CH:15][CH:14]=1. Given the product [Cl:1][C:2]1[CH:3]=[CH:4][C:5]([CH2:8][C:9]([N:23]2[CH2:24][CH2:25][CH2:26][C:27]3[N:19]([C:16]4[CH:17]=[CH:18][C:13]([F:12])=[CH:14][CH:15]=4)[N:20]=[CH:21][C:22]2=3)=[O:11])=[CH:6][CH:7]=1, predict the reactants needed to synthesize it. (3) Given the product [CH2:1]([O:3][C:4]([C:6]1[C:7]([NH:28][C:27]2[CH:29]=[CH:30][C:31]([Br:33])=[CH:32][C:26]=2[F:25])=[C:8]([CH3:16])[C:9](=[O:15])[N:10]2[C:14]=1[CH2:13][CH2:12][CH2:11]2)=[O:5])[CH3:2], predict the reactants needed to synthesize it. The reactants are: [CH2:1]([O:3][C:4]([C:6]1[C:7](OS(C(F)(F)F)(=O)=O)=[C:8]([CH3:16])[C:9](=[O:15])[N:10]2[C:14]=1[CH2:13][CH2:12][CH2:11]2)=[O:5])[CH3:2].[F:25][C:26]1[CH:32]=[C:31]([Br:33])[CH:30]=[CH:29][C:27]=1[NH2:28].C(=O)([O-])[O-].[Cs+].[Cs+].C1C=CC(P(C2C(C3C(P(C4C=CC=CC=4)C4C=CC=CC=4)=CC=C4C=3C=CC=C4)=C3C(C=CC=C3)=CC=2)C2C=CC=CC=2)=CC=1.